The task is: Predict the reaction yield, written as a fraction of the theoretical maximum amount of product (1.0 means a 100% yield; for example, 0.34 means a 34% yield).. This data is from Reaction yield outcomes from USPTO patents with 853,638 reactions. (1) The reactants are [CH3:1][O:2][C:3]1[CH:8]=[CH:7][C:6]([C:9]2[C:10]([C:19]#[N:20])=[CH:11][C:12]([N+:16]([O-])=O)=[C:13]([CH3:15])[CH:14]=2)=[CH:5][CH:4]=1.[CH3:21]N(C(N(C)C)N(C)C)C.Cl. The catalyst is C1(C)C=CC=CC=1.O.[Fe]. The product is [CH3:1][O:2][C:3]1[CH:8]=[CH:7][C:6]([C:9]2[CH:14]=[C:13]3[C:12](=[CH:11][C:10]=2[C:19]#[N:20])[NH:16][CH:21]=[CH:15]3)=[CH:5][CH:4]=1. The yield is 0.490. (2) The reactants are [CH3:1][O:2][C:3](=[O:12])[C:4]1[CH:9]=[C:8]([I:10])[CH:7]=[N:6][C:5]=1O.O=P(Cl)(Cl)[Cl:15]. No catalyst specified. The product is [CH3:1][O:2][C:3](=[O:12])[C:4]1[CH:9]=[C:8]([I:10])[CH:7]=[N:6][C:5]=1[Cl:15]. The yield is 0.850. (3) The reactants are [ClH:1].Cl.C(N(CC)CCNC([C:11]1[C:24]2[C:15](=[C:16]([NH:25][C:26]3[CH:31]=[CH:30][C:29]([NH:32][S:33]([CH3:36])(=[O:35])=[O:34])=[CH:28][C:27]=3[O:37][CH3:38])[C:17]3[C:22]([N:23]=2)=[CH:21][CH:20]=[CH:19][CH:18]=3)[CH:14]=[C:13](I)[CH:12]=1)=O)C.[Cl:42]C1C2C(N=C3C=1C=CC=C3[C:57]([NH:59][CH2:60][CH2:61][N:62]([CH2:65][CH3:66])[CH2:63][CH3:64])=[O:58])=C(I)C=CC=2.[K+].[Br-].C(N(CC)CCNC(C1NC2C(C=1)=CC([I:87])=CC=2)=O)C.C(N(CC)CCNC(C1N=C2C=CC=CN2C=1I)=O)C.Cl.C(N(CC)CCNC(C1SC2C=CC=C(I)C=2C=1)=O)C.C(N(CC)CCNC(C1SC2C=CC=C(I)C=2C=1)=O)C.IC1C=CC=C2C=1N=C1C(=C2)C=CC=C1C(OC)=O. No catalyst specified. The product is [ClH:42].[ClH:1].[CH2:65]([N:62]([CH2:63][CH3:64])[CH2:61][CH2:60][NH:59][C:57]([C:21]1[C:22]2[C:17](=[C:16]([NH:25][C:26]3[CH:31]=[CH:30][C:29]([NH:32][S:33]([CH3:36])(=[O:34])=[O:35])=[CH:28][C:27]=3[O:37][CH3:38])[C:15]3[C:24]([N:23]=2)=[C:11]([I:87])[CH:12]=[CH:13][CH:14]=3)[CH:18]=[CH:19][CH:20]=1)=[O:58])[CH3:66]. The yield is 0.380. (4) The reactants are [CH3:1][C:2]1[CH:6]=[C:5]([C:7]([OH:9])=O)[N:4]([C:10]2[CH:15]=[CH:14][CH:13]=[CH:12][CH:11]=2)[N:3]=1.CN(C)C=O.C(Cl)(=O)C(Cl)=O.[NH2:27][C:28]1[CH:29]=[C:30]([CH:47]=[CH:48][CH:49]=1)[O:31][C:32]1[CH:33]=[CH:34][C:35]2[N:36]([CH:38]=[C:39]([NH:41][C:42]([CH:44]3[CH2:46][CH2:45]3)=[O:43])[N:40]=2)[N:37]=1. The catalyst is CN(C)C(=O)C.O1CCCC1. The product is [CH:44]1([C:42]([NH:41][C:39]2[N:40]=[C:35]3[CH:34]=[CH:33][C:32]([O:31][C:30]4[CH:29]=[C:28]([NH:27][C:7]([C:5]5[N:4]([C:10]6[CH:15]=[CH:14][CH:13]=[CH:12][CH:11]=6)[N:3]=[C:2]([CH3:1])[CH:6]=5)=[O:9])[CH:49]=[CH:48][CH:47]=4)=[N:37][N:36]3[CH:38]=2)=[O:43])[CH2:45][CH2:46]1. The yield is 0.710. (5) The reactants are [OH:1][CH2:2][C@:3]([OH:20])([CH3:19])[C:4](=[O:18])[C@@H:5]([NH:10][C:11](=[O:17])[O:12][C:13]([CH3:16])([CH3:15])[CH3:14])[CH2:6][CH:7]([CH3:9])[CH3:8].Cl[S:22]([C:25]1[C:42]([CH3:43])=[CH:41][C:28]([O:29][CH2:30][C:31]([O:33][CH2:34][C:35]2[CH:40]=[CH:39][CH:38]=[CH:37][CH:36]=2)=[O:32])=[CH:27][C:26]=1[CH3:44])(=[O:24])=[O:23].CCN(CC)CC. The catalyst is C(Cl)Cl.CN(C1C=CN=CC=1)C. The product is [C:13]([O:12][C:11]([NH:10][C@@H:5]([CH2:6][CH:7]([CH3:9])[CH3:8])[C:4](=[O:18])[C@@:3]([OH:20])([CH3:19])[CH2:2][O:1][S:22]([C:25]1[C:26]([CH3:44])=[CH:27][C:28]([O:29][CH2:30][C:31]([O:33][CH2:34][C:35]2[CH:36]=[CH:37][CH:38]=[CH:39][CH:40]=2)=[O:32])=[CH:41][C:42]=1[CH3:43])(=[O:24])=[O:23])=[O:17])([CH3:14])([CH3:16])[CH3:15]. The yield is 0.348. (6) The reactants are [CH3:1][O:2][C:3]1[CH:10]=[CH:9][C:6]([CH2:7][NH2:8])=[CH:5][CH:4]=1.[C:11](C1NC=CN=1)(C1NC=CN=1)=[S:12]. The yield is 0.870. The product is [N:8]([CH2:7][C:6]1[CH:9]=[CH:10][C:3]([O:2][CH3:1])=[CH:4][CH:5]=1)=[C:11]=[S:12]. The catalyst is C(OCC)(=O)C.